From a dataset of Reaction yield outcomes from USPTO patents with 853,638 reactions. Predict the reaction yield, written as a fraction of the theoretical maximum amount of product (1.0 means a 100% yield; for example, 0.34 means a 34% yield). (1) The reactants are [F:1][C:2]1[CH:3]=[C:4]([N:15]2[C@@H:19]([C:20]3[C:21]([F:34])=[CH:22][C:23]4[N:27]=[C:26]([C@@H:28]5[CH2:32][CH2:31][CH2:30][NH:29]5)[NH:25][C:24]=4[CH:33]=3)[CH2:18][CH2:17][C@@H:16]2[C:35]2[C:36]([F:49])=[CH:37][C:38]3[N:42]=[C:41]([C@@H:43]4[CH2:47][CH2:46][CH2:45][NH:44]4)[NH:40][C:39]=3[CH:48]=2)[CH:5]=[C:6]([F:14])[C:7]=1[N:8]1[CH2:13][CH2:12][CH2:11][CH2:10][CH2:9]1.[CH3:50][O:51][C:52]([NH:54][C@@H:55]([CH:59]([CH3:61])[CH3:60])[C:56](O)=[O:57])=[O:53].C(Cl)CCl.[CH:66]1[CH:67]=CC2N(O)N=NC=2[CH:71]=1.C[N:77]1[CH2:82][CH2:81][O:80]CC1.C[CH2:84][O:85][C:86](C)=[O:87]. The catalyst is CN(C=O)C. The product is [CH3:84][O:85][C:86](=[O:87])[NH:77][C@@H:82]([CH:66]([CH3:67])[CH3:71])[C:81]([N:29]1[CH2:30][CH2:31][CH2:32][C@H:28]1[C:26]1[NH:27][C:23]2[CH:22]=[C:21]([F:34])[C:20]([C@H:19]3[CH2:18][CH2:17][C@H:16]([C:35]4[C:36]([F:49])=[CH:37][C:38]5[NH:42][C:41]([C@@H:43]6[CH2:47][CH2:46][CH2:45][N:44]6[C:56](=[O:57])[C@@H:55]([NH:54][C:52]([O:51][CH3:50])=[O:53])[CH:59]([CH3:61])[CH3:60])=[N:40][C:39]=5[CH:48]=4)[N:15]3[C:4]3[CH:3]=[C:2]([F:1])[C:7]([N:8]4[CH2:13][CH2:12][CH2:11][CH2:10][CH2:9]4)=[C:6]([F:14])[CH:5]=3)=[CH:33][C:24]=2[N:25]=1)=[O:80]. The yield is 0.461. (2) The reactants are CO[C:3]([C:5]1[N:6]=[C:7]([C:23]#[N:24])[C:8]2[C:13]([C:14]=1[OH:15])=[CH:12][CH:11]=[C:10]([O:16][C:17]1[CH:22]=[CH:21][CH:20]=[CH:19][CH:18]=1)[CH:9]=2)=[O:4].[NH2:25][CH:26]([C:31]1[CH:36]=[CH:35][CH:34]=[C:33]([Cl:37])[CH:32]=1)[CH2:27][C:28]([OH:30])=[O:29].C[O-].[Na+].Cl. The catalyst is CN(C)C(=O)C.O. The product is [Cl:37][C:33]1[CH:32]=[C:31]([CH:26]([NH:25][C:3]([C:5]2[N:6]=[C:7]([C:23]#[N:24])[C:8]3[C:13]([C:14]=2[OH:15])=[CH:12][CH:11]=[C:10]([O:16][C:17]2[CH:22]=[CH:21][CH:20]=[CH:19][CH:18]=2)[CH:9]=3)=[O:4])[CH2:27][C:28]([OH:30])=[O:29])[CH:36]=[CH:35][CH:34]=1. The yield is 0.260. (3) The reactants are [Cl:1][C:2]1[CH:3]=[C:4]([CH:9]([C:22]([F:25])([F:24])[F:23])/[CH:10]=[CH:11]/[C:12]2[CH:20]=[CH:19][C:15]([C:16]([OH:18])=O)=[C:14]([CH3:21])[CH:13]=2)[CH:5]=[C:6]([Cl:8])[CH:7]=1.[F:26][C:27]([F:31])([F:30])[CH2:28][NH2:29].C1C=CC2N(O)N=NC=2C=1.CCN=C=NCCCN(C)C.Cl.CCN(C(C)C)C(C)C. The catalyst is CN(C=O)C.O. The product is [Cl:8][C:6]1[CH:5]=[C:4]([CH:9]([C:22]([F:25])([F:24])[F:23])/[CH:10]=[CH:11]/[C:12]2[CH:20]=[CH:19][C:15]([C:16]([NH:29][CH2:28][C:27]([F:31])([F:30])[F:26])=[O:18])=[C:14]([CH3:21])[CH:13]=2)[CH:3]=[C:2]([Cl:1])[CH:7]=1. The yield is 0.500. (4) The reactants are [C:1]([N:5]1[CH:9]=[C:8]([CH2:10][OH:11])/[C:7](=[N:12]/[C:13](=[O:23])[C:14]2[CH:19]=[C:18]([Cl:20])[CH:17]=[CH:16][C:15]=2[O:21][CH3:22])/[S:6]1)([CH3:4])([CH3:3])[CH3:2].[H-].[Na+].CS(O[CH:31]([CH3:33])[CH3:32])(=O)=O. The catalyst is O1CCOCC1. The product is [C:1]([N:5]1[CH:9]=[C:8]([CH2:10][O:11][CH:31]([CH3:33])[CH3:32])/[C:7](=[N:12]/[C:13](=[O:23])[C:14]2[CH:19]=[C:18]([Cl:20])[CH:17]=[CH:16][C:15]=2[O:21][CH3:22])/[S:6]1)([CH3:4])([CH3:3])[CH3:2]. The yield is 0.0900. (5) The product is [NH2:1][C:2]1[C:7]2[C:8]([C:11]3[CH:16]=[CH:15][C:14]([NH:17][C:18]([C:20]4[N:21]([CH3:29])[C:22]5[C:27]([CH:28]=4)=[CH:26][CH:25]=[CH:24][CH:23]=5)=[O:19])=[C:13]([O:30][CH3:31])[CH:12]=3)=[CH:9][S:10][C:6]=2[C:5](/[CH:32]=[CH:33]\[CH2:34][N:35]([CH2:38][CH3:39])[CH2:36][CH3:37])=[CH:4][N:3]=1. The yield is 0.380. The reactants are [NH2:1][C:2]1[C:7]2[C:8]([C:11]3[CH:16]=[CH:15][C:14]([NH:17][C:18]([C:20]4[N:21]([CH3:29])[C:22]5[C:27]([CH:28]=4)=[CH:26][CH:25]=[CH:24][CH:23]=5)=[O:19])=[C:13]([O:30][CH3:31])[CH:12]=3)=[CH:9][S:10][C:6]=2[C:5]([C:32]#[C:33][CH2:34][N:35]([CH2:38][CH3:39])[CH2:36][CH3:37])=[CH:4][N:3]=1.N1C2C(=CC=CC=2)C=CC=1.[H][H]. The catalyst is C(O)C.N1C=CC=CC=1.[Pd].CC([O-])=O.CC([O-])=O.[Pb+2]. (6) The yield is 0.950. The catalyst is CO. The product is [Cl:1][C:2]1[C:10]([NH:11][S:12]([C:15]2[S:16][CH:17]=[CH:18][CH:19]=2)(=[O:14])=[O:13])=[C:9]2[C:5]([CH:6]=[C:7]([C:20]([OH:22])=[O:21])[NH:8]2)=[CH:4][CH:3]=1. The reactants are [Cl:1][C:2]1[C:10]([NH:11][S:12]([C:15]2[S:16][CH:17]=[CH:18][CH:19]=2)(=[O:14])=[O:13])=[C:9]2[C:5]([CH:6]=[C:7]([C:20]([O:22]CC)=[O:21])[NH:8]2)=[CH:4][CH:3]=1.[OH-].[Na+].O1CCCC1.